From a dataset of Full USPTO retrosynthesis dataset with 1.9M reactions from patents (1976-2016). Predict the reactants needed to synthesize the given product. (1) Given the product [OH:21][CH:22]([C:24]1[CH:31]=[CH:30][C:27]([C:28]#[N:29])=[CH:26][CH:25]=1)[CH2:23][N:7]1[CH2:8][CH2:9][N:4]([CH2:3][CH:2]([OH:1])[C:10]2[C:11]([CH3:20])=[C:12]3[C:13](=[CH:18][CH:19]=2)[C:14](=[O:17])[O:15][CH2:16]3)[CH2:5][CH2:6]1, predict the reactants needed to synthesize it. The reactants are: [OH:1][C@H:2]([C:10]1[CH:19]=[CH:18][C:13]2[C:14](=[O:17])[O:15][CH2:16][C:12]=2[C:11]=1[CH3:20])[CH2:3][N:4]1[CH2:9][CH2:8][NH:7][CH2:6][CH2:5]1.[O:21]1[CH2:23][CH:22]1[C:24]1[CH:31]=[CH:30][C:27]([C:28]#[N:29])=[CH:26][CH:25]=1. (2) Given the product [CH3:28][O:27][C:24]1[N:23]=[CH:22][C:21]([N:10]2[C:11]([C:13]3[CH:18]=[C:17]([O:19][CH3:20])[CH:16]=[CH:15][N:14]=3)=[CH:12][C:8]([C:6]([OH:7])=[O:5])=[N:9]2)=[CH:26][CH:25]=1, predict the reactants needed to synthesize it. The reactants are: [OH-].[Na+].C([O:5][C:6]([C:8]1[CH:12]=[C:11]([C:13]2[CH:18]=[C:17]([O:19][CH3:20])[CH:16]=[CH:15][N:14]=2)[N:10]([C:21]2[CH:22]=[N:23][C:24]([O:27][CH3:28])=[CH:25][CH:26]=2)[N:9]=1)=[O:7])C.Cl. (3) Given the product [F:24][C:25]1[CH:32]=[CH:31][C:28]([CH2:29][N:2]2[C:3]([C:10]3[CH:20]=[CH:19][C:13]([C:14]([O:16][CH3:17])=[O:15])=[CH:12][CH:11]=3)=[C:4]3[C:9]([CH:8]=[CH:7][CH:6]=[CH:5]3)=[N:1]2)=[CH:27][CH:26]=1, predict the reactants needed to synthesize it. The reactants are: [NH:1]1[C:9]2[C:4](=[CH:5][CH:6]=[CH:7][CH:8]=2)[C:3]([C:10]2[CH:20]=[CH:19][C:13]([C:14]([O:16][CH2:17]C)=[O:15])=[CH:12][CH:11]=2)=[N:2]1.CO[Na].[F:24][C:25]1[CH:32]=[CH:31][C:28]([CH2:29]Cl)=[CH:27][CH:26]=1. (4) Given the product [C:1]([O:5][C:6]([N:8]1[CH2:12][CH2:11][CH:10]([OH:14])[CH:9]1[CH2:15][C:16]1[C:24]2[C:19](=[CH:20][CH:21]=[CH:22][CH:23]=2)[NH:18][CH:17]=1)=[O:7])([CH3:4])([CH3:2])[CH3:3], predict the reactants needed to synthesize it. The reactants are: [C:1]([O:5][C:6]([N:8]1[C:12](=O)[CH2:11][CH:10]([OH:14])[CH:9]1[CH2:15][C:16]1[C:24]2[C:19](=[CH:20][CH:21]=[CH:22][CH:23]=2)[NH:18][CH:17]=1)=[O:7])([CH3:4])([CH3:3])[CH3:2].CSC.CCOCC. (5) Given the product [CH2:46]([O:48][C:49]([N:51]1[CH2:52][CH2:53][N:54]([C:1]([CH2:4][C:5]([NH:7][C:8]2[CH:17]=[CH:16][C:15]3[C:10](=[CH:11][CH:12]=[CH:13][CH:14]=3)[CH:9]=2)=[O:6])=[O:3])[CH2:55][CH2:56]1)=[O:50])[CH3:47], predict the reactants needed to synthesize it. The reactants are: [C:1]([CH2:4][C:5]([NH:7][C:8]1[CH:17]=[CH:16][C:15]2[C:10](=[CH:11][CH:12]=[CH:13][CH:14]=2)[CH:9]=1)=[O:6])([OH:3])=O.C(N(CC)CC)C.ON1C2C=CC=CC=2N=N1.CN(C)CCCN=C=NCC.[CH2:46]([O:48][C:49]([N:51]1[CH2:56][CH2:55][NH:54][CH2:53][CH2:52]1)=[O:50])[CH3:47]. (6) Given the product [CH2:24]([O:31][CH:32]1[CH2:35][CH:34]([NH:36][C:19](=[O:21])[C:18]2[CH:22]=[CH:23][C:15]([O:14][CH2:13][C:3]3[C:4]([C:7]4[CH:8]=[CH:9][CH:10]=[CH:11][CH:12]=4)=[N:5][O:6][C:2]=3[CH3:1])=[N:16][CH:17]=2)[CH2:33]1)[C:25]1[CH:30]=[CH:29][CH:28]=[CH:27][CH:26]=1, predict the reactants needed to synthesize it. The reactants are: [CH3:1][C:2]1[O:6][N:5]=[C:4]([C:7]2[CH:12]=[CH:11][CH:10]=[CH:9][CH:8]=2)[C:3]=1[CH2:13][O:14][C:15]1[CH:23]=[CH:22][C:18]([C:19]([OH:21])=O)=[CH:17][N:16]=1.[CH2:24]([O:31][CH:32]1[CH2:35][CH:34]([NH2:36])[CH2:33]1)[C:25]1[CH:30]=[CH:29][CH:28]=[CH:27][CH:26]=1.